This data is from Catalyst prediction with 721,799 reactions and 888 catalyst types from USPTO. The task is: Predict which catalyst facilitates the given reaction. (1) Reactant: [Cl-:1].[Cl-].[N+](C1C=C([N+]([O-])=O)C=CC=1[N+:15]1[CH:20]=[CH:19][C:18]([C:21]2[CH:26]=[CH:25][N+:24](C3C=CC([N+]([O-])=O)=CC=3[N+]([O-])=O)=[CH:23][CH:22]=2)=[CH:17][CH:16]=1)([O-])=O.[C:39]([C:43]1[CH:44]=[C:45]([CH:47]=[CH:48][CH:49]=1)N)([CH3:42])([CH3:41])[CH3:40]. Product: [Cl-:1].[Cl-:1].[C:39]([C:43]1[CH:44]=[C:45]([N+:24]2[CH:23]=[CH:22][C:21]([C:18]3[CH:17]=[CH:16][N+:15]([C:48]4[CH:47]=[CH:45][CH:44]=[C:43]([C:39]([CH3:42])([CH3:41])[CH3:40])[CH:49]=4)=[CH:20][CH:19]=3)=[CH:26][CH:25]=2)[CH:47]=[CH:48][CH:49]=1)([CH3:42])([CH3:41])[CH3:40]. The catalyst class is: 6. (2) Reactant: Cl[C:2]1[C:11]([CH2:12][C:13]2[CH:18]=[CH:17][C:16]([N:19]3[CH:23]=[CH:22][CH:21]=[N:20]3)=[CH:15][CH:14]=2)=[C:10]([Cl:24])[C:9]2[C:4](=[CH:5][CH:6]=[C:7]([C:25]([C:37]3[N:41]([CH3:42])[CH:40]=[N:39][CH:38]=3)([C:27]3[CH:28]=[N:29][C:30]([C:33]([F:36])([F:35])[F:34])=[CH:31][CH:32]=3)[OH:26])[CH:8]=2)[N:3]=1.[NH:43]1[CH2:48][CH2:47][O:46][CH2:45][CH2:44]1. Product: [Cl:24][C:10]1[C:9]2[C:4](=[CH:5][CH:6]=[C:7]([C:25]([C:37]3[N:41]([CH3:42])[CH:40]=[N:39][CH:38]=3)([C:27]3[CH:28]=[N:29][C:30]([C:33]([F:35])([F:36])[F:34])=[CH:31][CH:32]=3)[OH:26])[CH:8]=2)[N:3]=[C:2]([N:43]2[CH2:48][CH2:47][O:46][CH2:45][CH2:44]2)[C:11]=1[CH2:12][C:13]1[CH:18]=[CH:17][C:16]([N:19]2[CH:23]=[CH:22][CH:21]=[N:20]2)=[CH:15][CH:14]=1. The catalyst class is: 3.